This data is from Catalyst prediction with 721,799 reactions and 888 catalyst types from USPTO. The task is: Predict which catalyst facilitates the given reaction. (1) Reactant: [Si]([O:8][C@@H:9]1[CH2:13][N:12](C(OC(C)(C)C)=O)[C@H:11]([C:21]2[N:30]([C:31]3[CH:36]=[CH:35][CH:34]=[CH:33][CH:32]=3)[C:29](=[O:37])[C:28]3[C:23](=[CH:24][CH:25]=[C:26]([F:44])[C:27]=3[C:38]3[CH:39]=[N:40][N:41]([CH3:43])[CH:42]=3)[N:22]=2)[CH2:10]1)(C(C)(C)C)(C)C.OP(O)(O)=O.O.C([O-])(O)=O.[Na+]. Product: [F:44][C:26]1[C:27]([C:38]2[CH:39]=[N:40][N:41]([CH3:43])[CH:42]=2)=[C:28]2[C:23](=[CH:24][CH:25]=1)[N:22]=[C:21]([C@@H:11]1[CH2:10][C@H:9]([OH:8])[CH2:13][NH:12]1)[N:30]([C:31]1[CH:32]=[CH:33][CH:34]=[CH:35][CH:36]=1)[C:29]2=[O:37]. The catalyst class is: 1. (2) Reactant: [NH2:1][C:2]1[CH:3]=[CH:4][C:5]([O:8][C:9]2[CH:14]=[CH:13][C:12]([CH2:15][CH2:16][C:17]([N:19]3[CH2:24][CH2:23][N:22]([CH2:25][C:26]4[CH:34]=[CH:33][C:32]5OCO[C:28]=5[CH:27]=4)[CH2:21][CH2:20]3)=[O:18])=[CH:11][CH:10]=2)=[N:6][CH:7]=1.[CH:35]1[C:40]([CH:41]=O)=[CH:39][C:38]2[O:43][CH2:44][O:45][C:37]=2[CH:36]=1.[BH4-].[Na+]. Product: [CH2:25]([N:22]1[CH2:23][CH2:24][N:19]([C:17](=[O:18])[CH2:16][CH2:15][C:12]2[CH:13]=[CH:14][C:9]([O:8][C:5]3[CH:4]=[CH:3][C:2]([NH:1][CH2:41][C:40]4[CH:35]=[CH:36][C:37]5[O:45][CH2:44][O:43][C:38]=5[CH:39]=4)=[CH:7][N:6]=3)=[CH:10][CH:11]=2)[CH2:20][CH2:21]1)[C:26]1[CH:34]=[CH:33][CH:32]=[CH:28][CH:27]=1. The catalyst class is: 5. (3) Reactant: [Cl:1][C:2]1[CH:8]=[C:7]([I:9])[CH:6]=[CH:5][C:3]=1[NH2:4].C([N-]C(C)C)(C)C.[Li+].[CH3:18][N:19]([CH3:33])[S:20]([C:23]1[CH:31]=[CH:30][C:26]([C:27]([OH:29])=[O:28])=[C:25](F)[CH:24]=1)(=[O:22])=[O:21]. Product: [Cl:1][C:2]1[CH:8]=[C:7]([I:9])[CH:6]=[CH:5][C:3]=1[NH:4][C:25]1[CH:24]=[C:23]([S:20](=[O:22])(=[O:21])[N:19]([CH3:18])[CH3:33])[CH:31]=[CH:30][C:26]=1[C:27]([OH:29])=[O:28]. The catalyst class is: 7. (4) Reactant: [N+]([C:4]1[CH:9]=[CH:8][CH:7]=[CH:6][C:5]=1[N+:10]([O-:12])=[O:11])([O-])=O.[F:13][C:14]1[CH:19]=[CH:18][C:17]([OH:20])=[CH:16][CH:15]=1.C(=O)([O-])[O-].[Cs+].[Cs+]. Product: [F:13][C:14]1[CH:19]=[CH:18][C:17]([O:20][C:9]2[CH:4]=[C:5]([N+:10]([O-:12])=[O:11])[CH:6]=[CH:7][CH:8]=2)=[CH:16][CH:15]=1. The catalyst class is: 58.